This data is from Full USPTO retrosynthesis dataset with 1.9M reactions from patents (1976-2016). The task is: Predict the reactants needed to synthesize the given product. (1) Given the product [CH3:27][N:28]([CH3:56])[C:29]([C:30]1[CH:31]=[CH:32][C:33]([NH:36][C:37](=[O:38])[NH:39][C:40]2[CH:41]=[CH:42][C:43]([C:2]3[N:11]=[C:10]([N:12]4[CH2:17][CH2:16][O:15][CH2:14][CH2:13]4)[C:9]4[C:4](=[CH:5][C:6]([C:18]5[O:22][C:21]([C:23]([O:25][CH3:26])=[O:24])=[CH:20][CH:19]=5)=[CH:7][CH:8]=4)[N:3]=3)=[CH:44][CH:45]=2)=[CH:34][CH:35]=1)=[O:55], predict the reactants needed to synthesize it. The reactants are: Cl[C:2]1[N:11]=[C:10]([N:12]2[CH2:17][CH2:16][O:15][CH2:14][CH2:13]2)[C:9]2[C:4](=[CH:5][C:6]([C:18]3[O:22][C:21]([C:23]([O:25][CH3:26])=[O:24])=[CH:20][CH:19]=3)=[CH:7][CH:8]=2)[N:3]=1.[CH3:27][N:28]([CH3:56])[C:29](=[O:55])[C:30]1[CH:35]=[CH:34][C:33]([NH:36][C:37]([NH:39][C:40]2[CH:45]=[CH:44][C:43](B3OC(C)(C)C(C)(C)O3)=[CH:42][CH:41]=2)=[O:38])=[CH:32][CH:31]=1.C(=O)([O-])[O-].[Cs+].[Cs+].C1(C)C=CC=CC=1. (2) Given the product [OH:12][C:4]1[CH:3]=[C:2]([NH:1][S:22]([C:18]2[CH:19]=[CH:20][CH:21]=[C:16]([O:15][C:14]([F:13])([F:26])[F:27])[CH:17]=2)(=[O:24])=[O:23])[CH:11]=[CH:10][C:5]=1[C:6]([O:8][CH3:9])=[O:7], predict the reactants needed to synthesize it. The reactants are: [NH2:1][C:2]1[CH:3]=[C:4]([OH:12])[C:5](=[CH:10][CH:11]=1)[C:6]([O:8][CH3:9])=[O:7].[F:13][C:14]([F:27])([F:26])[O:15][C:16]1[CH:17]=[C:18]([S:22](Cl)(=[O:24])=[O:23])[CH:19]=[CH:20][CH:21]=1. (3) Given the product [Cl:1][C:2]1[N:7]=[C:6]([NH:8][CH:9]2[CH2:10][CH2:11][O:12][CH2:13][CH2:14]2)[C:5]([NH2:15])=[CH:4][N:3]=1, predict the reactants needed to synthesize it. The reactants are: [Cl:1][C:2]1[N:7]=[C:6]([NH:8][CH:9]2[CH2:14][CH2:13][O:12][CH2:11][CH2:10]2)[C:5]([N+:15]([O-])=O)=[CH:4][N:3]=1. (4) Given the product [C:1]([O:5][CH:6]([C:11]1[C:16]([C:17]([F:19])([F:20])[F:18])=[CH:15][CH:14]=[C:13]([C:41]2[N:42]=[CH:43][N:44]([CH3:46])[CH:45]=2)[C:12]=1[C:30]1[CH:31]=[CH:32][C:33]2[O:38][CH2:37][CH2:36][CH2:35][C:34]=2[CH:39]=1)[C:7]([OH:9])=[O:8])([CH3:2])([CH3:3])[CH3:4], predict the reactants needed to synthesize it. The reactants are: [C:1]([O:5][CH:6]([C:11]1[C:16]([C:17]([F:20])([F:19])[F:18])=[CH:15][CH:14]=[C:13](B2OC(C)(C)C(C)(C)O2)[C:12]=1[C:30]1[CH:31]=[CH:32][C:33]2[O:38][CH2:37][CH2:36][CH2:35][C:34]=2[CH:39]=1)[C:7]([O:9]C)=[O:8])([CH3:4])([CH3:3])[CH3:2].Br[C:41]1[N:42]=[CH:43][N:44]([CH3:46])[CH:45]=1.C(=O)([O-])[O-].[Na+].[Na+].ClCCl.[OH-].[Li+].Cl. (5) Given the product [C:10]1([CH2:9][O:16][C:17]2[CH:22]=[CH:21][C:20]([C:23]([F:26])([F:25])[F:24])=[CH:19][C:18]=2[C:1]2([OH:7])[CH2:6][CH2:5][CH2:4][CH2:3][CH2:2]2)[CH:15]=[CH:14][CH:13]=[CH:12][CH:11]=1, predict the reactants needed to synthesize it. The reactants are: [C:1]1(=[O:7])[CH2:6][CH2:5][CH2:4][CH2:3][CH2:2]1.[Mg].[CH2:9]([O:16][C:17]1[CH:22]=[CH:21][C:20]([C:23]([F:26])([F:25])[F:24])=[CH:19][C:18]=1I)[C:10]1[CH:15]=[CH:14][CH:13]=[CH:12][CH:11]=1. (6) Given the product [F:32][CH:2]([F:1])[C:3]1[N:7]([C:8]2[N:9]=[C:10]([N:20]3[CH2:25][CH2:24][N:23]([S:34]([CH3:33])(=[O:36])=[O:35])[CH2:22][CH2:21]3)[N:11]=[C:12]([N:14]3[CH2:15][CH2:16][O:17][CH2:18][CH2:19]3)[N:13]=2)[C:6]2[CH:26]=[CH:27][CH:28]=[C:29]([O:30][CH3:31])[C:5]=2[N:4]=1, predict the reactants needed to synthesize it. The reactants are: [F:1][CH:2]([F:32])[C:3]1[N:7]([C:8]2[N:13]=[C:12]([N:14]3[CH2:19][CH2:18][O:17][CH2:16][CH2:15]3)[N:11]=[C:10]([N:20]3[CH2:25][CH2:24][NH:23][CH2:22][CH2:21]3)[N:9]=2)[C:6]2[CH:26]=[CH:27][CH:28]=[C:29]([O:30][CH3:31])[C:5]=2[N:4]=1.[CH3:33][S:34](Cl)(=[O:36])=[O:35].O. (7) Given the product [CH3:8][O:9][CH:10]([O:13][CH3:14])[CH2:11][N:12]=[CH:6][C:2]1[S:1][CH:5]=[CH:4][CH:3]=1, predict the reactants needed to synthesize it. The reactants are: [S:1]1[CH:5]=[CH:4][CH:3]=[C:2]1[CH:6]=O.[CH3:8][O:9][CH:10]([O:13][CH3:14])[CH2:11][NH2:12]. (8) Given the product [Br:1][C:2]1[CH:7]=[C:6]2[C:5](=[CH:4][CH:3]=1)[O:18][C:19]([CH2:20][CH3:21])=[C:9]([C:10]1[CH:15]=[CH:14][CH:13]=[CH:12][C:11]=1[F:16])[C:8]2=[O:17], predict the reactants needed to synthesize it. The reactants are: [Br:1][C:2]1[CH:3]=[CH:4][C:5]([OH:18])=[C:6]([C:8](=[O:17])[CH2:9][C:10]2[CH:15]=[CH:14][CH:13]=[CH:12][C:11]=2[F:16])[CH:7]=1.[C:19](OC(=O)CC)(=O)[CH2:20][CH3:21].Cl. (9) Given the product [Cl:1][C:2]1[CH:3]=[C:4]2[C:9](=[CH:10][C:11]=1[O:12][C:13]1[CH:21]=[CH:20][C:16]([C:17](=[O:18])[NH:52][C:50]3[CH:49]=[CH:48][CH:47]=[C:46]([C:43]4[CH:42]=[CH:41][C:40]([CH3:53])=[CH:45][CH:44]=4)[N:51]=3)=[CH:15][CH:14]=1)[O:8][CH2:7][CH2:6][CH:5]2[C:22]([O:24][CH2:25][CH3:26])=[O:23], predict the reactants needed to synthesize it. The reactants are: [Cl:1][C:2]1[CH:3]=[C:4]2[C:9](=[CH:10][C:11]=1[O:12][C:13]1[CH:21]=[CH:20][C:16]([C:17](O)=[O:18])=[CH:15][CH:14]=1)[O:8][CH2:7][CH2:6][CH:5]2[C:22]([O:24][CH2:25][CH3:26])=[O:23].C(Cl)(=O)C(Cl)=O.N1C=CC=CC=1.Cl.[C:40]1([CH3:53])[CH:45]=[CH:44][C:43]([C:46]2[N:51]=[C:50]([NH2:52])[CH:49]=[CH:48][CH:47]=2)=[CH:42][CH:41]=1.